Dataset: Full USPTO retrosynthesis dataset with 1.9M reactions from patents (1976-2016). Task: Predict the reactants needed to synthesize the given product. (1) Given the product [F:1][C:2]1[CH:3]=[CH:4][C:5]([C:8]2[O:9][C:10]3[CH:20]=[C:19]([N+:21]([O-:23])=[O:22])[C:18]([O:24][S:34]([C:33]([F:46])([F:45])[F:32])(=[O:36])=[O:35])=[CH:17][C:11]=3[C:12]=2[C:13]([O:15][CH3:16])=[O:14])=[CH:6][CH:7]=1, predict the reactants needed to synthesize it. The reactants are: [F:1][C:2]1[CH:7]=[CH:6][C:5]([C:8]2[O:9][C:10]3[CH:20]=[C:19]([N+:21]([O-:23])=[O:22])[C:18]([OH:24])=[CH:17][C:11]=3[C:12]=2[C:13]([O:15][CH3:16])=[O:14])=[CH:4][CH:3]=1.C(N(CC)CC)C.[F:32][C:33]([F:46])([F:45])[S:34](O[S:34]([C:33]([F:46])([F:45])[F:32])(=[O:36])=[O:35])(=[O:36])=[O:35].O. (2) Given the product [N:1]([CH2:4][C@H:5]1[CH2:10][CH2:9][CH2:8][CH2:7][C@@H:6]1[NH:11][CH:13]1[CH2:18][CH2:17][N:16]([C:19]([O:21][C:22]([CH3:25])([CH3:24])[CH3:23])=[O:20])[CH2:15][CH2:14]1)=[N+:2]=[N-:3], predict the reactants needed to synthesize it. The reactants are: [N:1]([CH2:4][C@H:5]1[CH2:10][CH2:9][CH2:8][CH2:7][C@@H:6]1[NH2:11])=[N+:2]=[N-:3].O=[C:13]1[CH2:18][CH2:17][N:16]([C:19]([O:21][C:22]([CH3:25])([CH3:24])[CH3:23])=[O:20])[CH2:15][CH2:14]1.C(O[BH-](OC(=O)C)OC(=O)C)(=O)C.[Na+]. (3) Given the product [C:1]([C:3]1[CH:4]=[C:5]([NH:9][C:10](=[O:11])[O:34][CH2:33][CH2:32][C:27]2[C:26]([CH2:35][CH3:36])=[CH:25][C:24]([Br:23])=[CH:29][C:28]=2[CH2:30][CH3:31])[CH:6]=[CH:7][CH:8]=1)#[N:2], predict the reactants needed to synthesize it. The reactants are: [C:1]([C:3]1[CH:4]=[C:5]([NH:9][C:10](=O)[O:11]CCC2C=CC(Br)=CC=2C)[CH:6]=[CH:7][CH:8]=1)#[N:2].[Br:23][C:24]1[CH:29]=[C:28]([CH2:30][CH3:31])[C:27]([CH2:32][CH2:33][OH:34])=[C:26]([CH2:35][CH3:36])[CH:25]=1.N(C1C=C(C=CC=1)C#N)=C=O.